Task: Predict the reactants needed to synthesize the given product.. Dataset: Full USPTO retrosynthesis dataset with 1.9M reactions from patents (1976-2016) Given the product [Cl:9][C:6]1[N:5]=[C:4]([NH2:10])[N:3]=[C:2]([NH:11][CH2:12][C:13]2[CH:14]=[N:15][C:16]([CH3:22])=[C:17]([O:20][CH3:21])[C:18]=2[CH3:19])[C:7]=1[NH2:8], predict the reactants needed to synthesize it. The reactants are: Cl[C:2]1[C:7]([NH2:8])=[C:6]([Cl:9])[N:5]=[C:4]([NH2:10])[N:3]=1.[NH2:11][CH2:12][C:13]1[CH:14]=[N:15][C:16]([CH3:22])=[C:17]([O:20][CH3:21])[C:18]=1[CH3:19].